This data is from Catalyst prediction with 721,799 reactions and 888 catalyst types from USPTO. The task is: Predict which catalyst facilitates the given reaction. (1) Reactant: FC(F)(F)C(O)=O.[Cl:8][C:9]1[CH:14]=[CH:13][C:12]([CH2:15][NH:16][C:17]([C:19]2[NH:20][C:21]3[C:26]([CH:27]=2)=[CH:25][CH:24]=[CH:23][C:22]=3[NH:28]C(=O)OC(C)(C)C)=[O:18])=[C:11]([F:36])[C:10]=1[O:37][C:38]1[CH:43]=[C:42]([C:44]#[N:45])[CH:41]=[C:40]([Cl:46])[CH:39]=1. Product: [NH2:28][C:22]1[CH:23]=[CH:24][CH:25]=[C:26]2[C:21]=1[NH:20][C:19]([C:17]([NH:16][CH2:15][C:12]1[CH:13]=[CH:14][C:9]([Cl:8])=[C:10]([O:37][C:38]3[CH:43]=[C:42]([C:44]#[N:45])[CH:41]=[C:40]([Cl:46])[CH:39]=3)[C:11]=1[F:36])=[O:18])=[CH:27]2. The catalyst class is: 4. (2) Reactant: [O:1]1[C:5]2[CH:6]=[CH:7][C:8]([CH:10]([NH2:12])[CH3:11])=[CH:9][C:4]=2[CH2:3][CH2:2]1.[Cl:13][C:14]1[CH:19]=[CH:18][C:17]([CH:20]2[CH2:22][CH:21]2[C:23](O)=[O:24])=[CH:16][CH:15]=1.CCN=C=NCCCN(C)C.Cl.C(N(CC)CC)C. Product: [O:1]1[C:5]2[CH:6]=[CH:7][C:8]([CH:10]([NH:12][C:23]([CH:21]3[CH2:22][CH:20]3[C:17]3[CH:16]=[CH:15][C:14]([Cl:13])=[CH:19][CH:18]=3)=[O:24])[CH3:11])=[CH:9][C:4]=2[CH2:3][CH2:2]1. The catalyst class is: 166. (3) Reactant: [OH:1][C@:2]1([CH3:28])[CH2:19][CH2:18][C@@:17]2([CH3:20])[C@@H:4]([CH2:5][CH2:6][C@@H:7]3[C@@H:16]2[CH2:15][CH2:14][C@@:12]2([CH3:13])[C@H:8]3[CH2:9][CH2:10][C@@H:11]2[C:21]2[O:25][N:24]=[C:23]([CH2:26][OH:27])[CH:22]=2)[CH2:3]1.CC([O-])=O.[Na+].C1C=C[NH+]=CC=1.[O-][Cr](Cl)(=O)=O. Product: [OH:1][C@:2]1([CH3:28])[CH2:19][CH2:18][C@@:17]2([CH3:20])[C@@H:4]([CH2:5][CH2:6][C@@H:7]3[C@@H:16]2[CH2:15][CH2:14][C@@:12]2([CH3:13])[C@H:8]3[CH2:9][CH2:10][C@@H:11]2[C:21]2[O:25][N:24]=[C:23]([CH:26]=[O:27])[CH:22]=2)[CH2:3]1. The catalyst class is: 2. (4) Reactant: [CH:1]1[CH:2]=[CH:3][C:4]([C:7]2[O:20][C:12]3=[CH:13][C:14]([OH:19])=[C:15]([OH:18])[C:16]([OH:17])=[C:11]3[C:9](=[O:10])[CH:8]=2)=[CH:5][CH:6]=1.[CH2:21]=O.[OH:23][CH:24]1[CH2:29][CH2:28][NH:27][CH2:26][CH2:25]1. Product: [OH:17][C:16]1[C:15]([OH:18])=[C:14]([OH:19])[C:13]([CH2:21][N:27]2[CH2:28][CH2:29][CH:24]([OH:23])[CH2:25][CH2:26]2)=[C:12]2[C:11]=1[C:9](=[O:10])[CH:8]=[C:7]([C:4]1[CH:3]=[CH:2][CH:1]=[CH:6][CH:5]=1)[O:20]2. The catalyst class is: 5. (5) Reactant: N#N.[C:3]([C:6]1[CH:7]=[C:8]([CH:18]=[CH:19][CH:20]=1)[CH2:9][C:10]1[O:11][CH:12]=[C:13]([C:15](O)=[O:16])[N:14]=1)(=[O:5])[CH3:4].CN(C=O)C.C(Cl)(=O)C([Cl:29])=O. Product: [C:3]([C:6]1[CH:7]=[C:8]([CH:18]=[CH:19][CH:20]=1)[CH2:9][C:10]1[O:11][CH:12]=[C:13]([C:15]([Cl:29])=[O:16])[N:14]=1)(=[O:5])[CH3:4]. The catalyst class is: 11. (6) Reactant: [N+:1]([C:4]1[CH:9]=[CH:8][C:7]([OH:10])=[CH:6][CH:5]=1)([O-:3])=[O:2].C(=O)([O-])[O-].[K+].[K+].CN(C)C=O.Cl[C:23]1[C:24]2[CH:31]=[CH:30][S:29][C:25]=2[N:26]=[CH:27][N:28]=1. Product: [N+:1]([C:4]1[CH:9]=[CH:8][C:7]([O:10][C:23]2[C:24]3[CH:31]=[CH:30][S:29][C:25]=3[N:26]=[CH:27][N:28]=2)=[CH:6][CH:5]=1)([O-:3])=[O:2]. The catalyst class is: 6. (7) Reactant: [Br:1][C:2]1[CH:10]=[CH:9][C:5]([C:6]([OH:8])=O)=[CH:4][C:3]=1[F:11].C(N1C=CN=C1)(N1C=CN=C1)=O.[NH:24]1[CH2:28][CH2:27][CH2:26][CH2:25]1. Product: [Br:1][C:2]1[CH:10]=[CH:9][C:5]([C:6]([N:24]2[CH2:28][CH2:27][CH2:26][CH2:25]2)=[O:8])=[CH:4][C:3]=1[F:11]. The catalyst class is: 4.